This data is from Full USPTO retrosynthesis dataset with 1.9M reactions from patents (1976-2016). The task is: Predict the reactants needed to synthesize the given product. (1) Given the product [Br:1][C:2]1[CH:3]=[N:4][C:5]2[N:6]([N:8]=[C:9]([C:11]([N:20]3[CH2:19][CH2:18][N:17]4[C:21]([C:24]5[CH:25]=[N:26][CH:27]=[CH:28][CH:29]=5)=[N:22][N:23]=[C:16]4[CH:15]3[CH3:14])=[O:13])[CH:10]=2)[CH:7]=1, predict the reactants needed to synthesize it. The reactants are: [Br:1][C:2]1[CH:3]=[N:4][C:5]2[N:6]([N:8]=[C:9]([C:11]([OH:13])=O)[CH:10]=2)[CH:7]=1.[CH3:14][CH:15]1[NH:20][CH2:19][CH2:18][N:17]2[C:21]([C:24]3[CH:25]=[N:26][CH:27]=[CH:28][CH:29]=3)=[N:22][N:23]=[C:16]12. (2) Given the product [NH2:1][CH2:2][C@@H:3]1[C@H:8]([CH3:9])[CH2:7][CH2:6][CH2:5][N:4]1[C:10]([C:12]1[CH:17]=[C:16]([CH3:18])[CH:15]=[CH:14][C:13]=1[C:35]1[CH:40]=[CH:39][C:38]([C:41]([F:44])([F:43])[F:42])=[CH:37][N:36]=1)=[O:11], predict the reactants needed to synthesize it. The reactants are: [NH2:1][CH2:2][C@@H:3]1[C@H:8]([CH3:9])[CH2:7][CH2:6][CH2:5][N:4]1[C:10]([C:12]1[CH:17]=[C:16]([CH3:18])[CH:15]=[CH:14][C:13]=1C1C=NN(C)C=1)=[O:11].CC1C=CC([C:35]2[CH:40]=[CH:39][C:38]([C:41]([F:44])([F:43])[F:42])=[CH:37][N:36]=2)=C(C=1)C(O)=O. (3) Given the product [Br:26][C:2]1[CH:3]=[N:4][C:5]2[CH:6]=[C:7]([C:18]3[CH:23]=[CH:22][CH:21]=[C:20]([F:24])[CH:19]=3)[C:8]([OH:16])=[C:9]([C:12]([OH:14])=[O:13])[C:10]=2[N:11]=1, predict the reactants needed to synthesize it. The reactants are: Cl[C:2]1[CH:3]=[N:4][C:5]2[CH:6]=[C:7]([C:18]3[CH:23]=[CH:22][CH:21]=[C:20]([F:24])[CH:19]=3)[C:8]([O:16]C)=[C:9]([C:12]([O:14]C)=[O:13])[C:10]=2[N:11]=1.B(Br)(Br)[Br:26].